From a dataset of Reaction yield outcomes from USPTO patents with 853,638 reactions. Predict the reaction yield, written as a fraction of the theoretical maximum amount of product (1.0 means a 100% yield; for example, 0.34 means a 34% yield). (1) The reactants are [CH:1]1([C:6]([OH:32])([CH2:17][CH2:18][C:19]2[CH:24]=[C:23]([CH2:25][CH3:26])[C:22]([OH:27])=[CH:21][C:20]=2[O:28][CH2:29][CH2:30][CH3:31])[CH2:7][C:8]2[O:13]C(C)(C)O[C:10](=[O:16])[CH:9]=2)[CH2:5][CH2:4][CH2:3][CH2:2]1.C(=O)([O-])[O-].[K+].[K+]. The catalyst is CO. The product is [CH:1]1([C:6]2([CH2:17][CH2:18][C:19]3[CH:24]=[C:23]([CH2:25][CH3:26])[C:22]([OH:27])=[CH:21][C:20]=3[O:28][CH2:29][CH2:30][CH3:31])[O:32][C:10](=[O:16])[CH2:9][C:8](=[O:13])[CH2:7]2)[CH2:2][CH2:3][CH2:4][CH2:5]1. The yield is 0.720. (2) The reactants are [OH:1][CH2:2][C:3]1[CH:4]=[C:5]([CH:8]=[CH:9][CH:10]=1)[C:6]#[N:7].C1(P(C2C=CC=CC=2)C2C=CC=CC=2)C=CC=CC=1.O[C:31]1[CH:38]=[CH:37][C:34]([CH:35]=[O:36])=[CH:33][CH:32]=1.N(C(OCC)=O)=NC(OCC)=O. The catalyst is C1COCC1. The product is [CH:35]([C:34]1[CH:37]=[CH:38][C:31]([O:1][CH2:2][C:3]2[CH:4]=[C:5]([CH:8]=[CH:9][CH:10]=2)[C:6]#[N:7])=[CH:32][CH:33]=1)=[O:36]. The yield is 0.580.